Dataset: Reaction yield outcomes from USPTO patents with 853,638 reactions. Task: Predict the reaction yield, written as a fraction of the theoretical maximum amount of product (1.0 means a 100% yield; for example, 0.34 means a 34% yield). The reactants are [Cl:1][C:2]1[N:3]=[C:4](Cl)[C:5]2[S:10][CH:9]=[CH:8][C:6]=2[N:7]=1.[NH:12]1[CH2:17][CH2:16][O:15][CH2:14][CH2:13]1. The catalyst is CO. The product is [Cl:1][C:2]1[N:3]=[C:4]([N:12]2[CH2:17][CH2:16][O:15][CH2:14][CH2:13]2)[C:5]2[S:10][CH:9]=[CH:8][C:6]=2[N:7]=1. The yield is 1.00.